From a dataset of Reaction yield outcomes from USPTO patents with 853,638 reactions. Predict the reaction yield, written as a fraction of the theoretical maximum amount of product (1.0 means a 100% yield; for example, 0.34 means a 34% yield). (1) The reactants are [NH2:1][C:2]1[CH:7]=[CH:6][C:5]([CH2:8][C@H:9]([NH:15][C:16]([O:18][C:19]([CH3:22])([CH3:21])[CH3:20])=[O:17])[C:10]([O:12][CH2:13][CH3:14])=[O:11])=[CH:4][CH:3]=1.CC[N:25]([CH:29]([CH3:31])C)[CH:26]([CH3:28])C.CO.C(Cl)Cl. The catalyst is C(OCCO)C. The product is [C:19]([O:18][C:16]([NH:15][C@@H:9]([CH2:8][C:5]1[CH:4]=[CH:3][C:2]([NH:1][C:26]2[C:28]3[C:31](=[CH:29][N:25]=[CH:26][CH:28]=3)[CH:31]=[CH:29][N:25]=2)=[CH:7][CH:6]=1)[C:10]([O:12][CH2:13][CH3:14])=[O:11])=[O:17])([CH3:21])([CH3:20])[CH3:22]. The yield is 0.420. (2) The reactants are C[Si]([N-][Si](C)(C)C)(C)C.[Li+].[Br:11][C:12]1[CH:13]=[C:14]([NH:18][C:19]2[C:39]([CH:40]3[CH2:42][CH2:41]3)=[CH:38][C:22]3[C:23]([C:33]([O:35][CH2:36][CH3:37])=[O:34])=[C:24]([C:26]4[CH:31]=[CH:30][C:29]([F:32])=[CH:28][CH:27]=4)[O:25][C:21]=3[CH:20]=2)[CH:15]=[CH:16][CH:17]=1.[CH3:43][S:44](Cl)(=[O:46])=[O:45].O. The catalyst is C1COCC1.CCOC(C)=O. The product is [Br:11][C:12]1[CH:13]=[C:14]([N:18]([C:19]2[C:39]([CH:40]3[CH2:42][CH2:41]3)=[CH:38][C:22]3[C:23]([C:33]([O:35][CH2:36][CH3:37])=[O:34])=[C:24]([C:26]4[CH:27]=[CH:28][C:29]([F:32])=[CH:30][CH:31]=4)[O:25][C:21]=3[CH:20]=2)[S:44]([CH3:43])(=[O:46])=[O:45])[CH:15]=[CH:16][CH:17]=1. The yield is 0.370. (3) The reactants are [OH-].[Na+].[F:3][C:4]([CH3:33])([CH3:32])[CH2:5][N:6]1[C@H:18]([CH3:19])[CH2:17][C:16]2[C:15]3[C:10](=[CH:11][CH:12]=[CH:13][CH:14]=3)[NH:9][C:8]=2[C@H:7]1[C:20]1[CH:25]=[CH:24][C:23](/[CH:26]=[CH:27]/[C:28]([O:30]C)=[O:29])=[CH:22][CH:21]=1. The catalyst is CO. The product is [F:3][C:4]([CH3:32])([CH3:33])[CH2:5][N:6]1[C@H:18]([CH3:19])[CH2:17][C:16]2[C:15]3[C:10](=[CH:11][CH:12]=[CH:13][CH:14]=3)[NH:9][C:8]=2[C@H:7]1[C:20]1[CH:21]=[CH:22][C:23](/[CH:26]=[CH:27]/[C:28]([OH:30])=[O:29])=[CH:24][CH:25]=1. The yield is 0.210. (4) The reactants are [F:1][C:2]1[CH:10]=[C:9]([F:11])[CH:8]=[CH:7][C:3]=1[C:4](Cl)=[O:5].[CH:12]([NH2:15])([CH3:14])[CH3:13]. No catalyst specified. The product is [CH:12]([NH:15][C:4](=[O:5])[C:3]1[CH:7]=[CH:8][C:9]([F:11])=[CH:10][C:2]=1[F:1])([CH3:14])[CH3:13]. The yield is 0.950. (5) The reactants are [Cl:1][C:2]1[N:30]=[CH:29][C:5]2[N:6]=[C:7]([CH3:28])[N:8]([C:11]3[CH:16]=[CH:15][C:14]([O:17][CH2:18][CH2:19][CH2:20][N:21]4[CH2:26][CH2:25][CH2:24][CH2:23][CH2:22]4)=[CH:13][C:12]=3[OH:27])[C:9](=[O:10])[C:4]=2[CH:3]=1.S(C1C=CC(C)=CC=1)(O[CH2:35][CH2:36][F:37])(=O)=O.C(=O)([O-])[O-].[K+].[K+].O. The catalyst is CN(C)C=O. The product is [Cl:1][C:2]1[N:30]=[CH:29][C:5]2[N:6]=[C:7]([CH3:28])[N:8]([C:11]3[CH:16]=[CH:15][C:14]([O:17][CH2:18][CH2:19][CH2:20][N:21]4[CH2:26][CH2:25][CH2:24][CH2:23][CH2:22]4)=[CH:13][C:12]=3[O:27][CH2:35][CH2:36][F:37])[C:9](=[O:10])[C:4]=2[CH:3]=1. The yield is 0.770.